Dataset: Reaction yield outcomes from USPTO patents with 853,638 reactions. Task: Predict the reaction yield, written as a fraction of the theoretical maximum amount of product (1.0 means a 100% yield; for example, 0.34 means a 34% yield). (1) The reactants are [CH3:1][N:2]1[CH2:7][CH2:6][N:5]2[N:8]=[C:9]([C:14]([NH2:16])=[O:15])[C:10]([N+:11]([O-])=O)=[C:4]2[C:3]1=[O:17]. The catalyst is [Pd].C(O)(=O)C. The product is [NH2:11][C:10]1[C:9]([C:14]([NH2:16])=[O:15])=[N:8][N:5]2[CH2:6][CH2:7][N:2]([CH3:1])[C:3](=[O:17])[C:4]=12. The yield is 0.860. (2) The reactants are [CH2:1]=[C:2]([C:4]1[C:12]2[C:11]3[CH:13]=[CH:14][CH:15]=[CH:16][C:10]=3[O:9][C:8]=2[C:7]([NH:17][C:18](=[O:20])[CH3:19])=[C:6]([C:21]([CH3:23])=[CH2:22])[CH:5]=1)[CH3:3]. The catalyst is C(O)C.[Pd].[Pt]. The product is [CH:2]([C:4]1[C:12]2[C:11]3[CH:13]=[CH:14][CH:15]=[CH:16][C:10]=3[O:9][C:8]=2[C:7]([NH:17][C:18](=[O:20])[CH3:19])=[C:6]([CH:21]([CH3:23])[CH3:22])[CH:5]=1)([CH3:3])[CH3:1]. The yield is 0.820. (3) The reactants are [NH:1]1[C:5]2[CH:6]=[CH:7][C:8]([C:10]([OH:12])=O)=[CH:9][C:4]=2[N:3]=[N:2]1.[CH2:13]1[C@H:22]2[C@H:17]([CH2:18][CH2:19][C:20]3[CH:26]=[CH:25][CH:24]=[CH:23][C:21]=32)[NH:16][CH2:15][CH2:14]1.F[P-](F)(F)(F)(F)F.N1(OC(N(C)C)=[N+](C)C)C2N=CC=CC=2N=N1. No catalyst specified. The product is [NH:1]1[C:5]2[CH:6]=[CH:7][C:8]([C:10]([N:16]3[C@@H:17]4[C@@H:22]([C:21]5[CH:23]=[CH:24][CH:25]=[CH:26][C:20]=5[CH2:19][CH2:18]4)[CH2:13][CH2:14][CH2:15]3)=[O:12])=[CH:9][C:4]=2[N:3]=[N:2]1. The yield is 0.580. (4) The catalyst is C1C=CC=CC=1.C(O)(=O)C. The reactants are [CH3:1][O:2][C:3]1[CH:4]=[C:5]([CH:11]([C:14](=O)[C:15]([F:18])([F:17])[F:16])[C:12]#[N:13])[CH:6]=[CH:7][C:8]=1[O:9][CH3:10].[NH2:20][NH2:21].[OH:22][C:23]1[CH:30]=[CH:29][C:26]([CH:27]=O)=[CH:25][CH:24]=1.[F:31][C:32]([F:37])([F:36])[C:33]([OH:35])=[O:34]. The yield is 0.300. The product is [F:31][C:32]([F:37])([F:36])[C:33]([OH:35])=[O:34].[CH3:10][O:9][C:8]1[C:3]([O:2][CH3:1])=[CH:4][C:5]2[C:11]3[C:14]([C:15]([F:18])([F:17])[F:16])=[N:21][NH:20][C:12]=3[N:13]=[C:27]([C:26]3[CH:29]=[CH:30][C:23]([OH:22])=[CH:24][CH:25]=3)[C:6]=2[CH:7]=1. (5) The reactants are [Br:1][C:2]1[CH:3]=[C:4]2[C:15](=[CH:16][CH:17]=1)[O:14][C:7]1[C:8]([F:13])=[N:9][C:10]([Cl:12])=[CH:11][C:6]=1[C:5]2([CH3:19])O.Cl.O1CCOCC1.C([O-])([O-])=O.[K+].[K+]. The catalyst is C1COCC1. The product is [Br:1][C:2]1[CH:3]=[C:4]2[C:15](=[CH:16][CH:17]=1)[O:14][C:7]1[C:8]([F:13])=[N:9][C:10]([Cl:12])=[CH:11][C:6]=1[C:5]2=[CH2:19]. The yield is 0.696.